From a dataset of Forward reaction prediction with 1.9M reactions from USPTO patents (1976-2016). Predict the product of the given reaction. (1) Given the reactants [C:1]([O:5][C:6]([N:8]([CH2:10][C:11]([OH:13])=O)[CH3:9])=[O:7])([CH3:4])([CH3:3])[CH3:2].C1N=CN(C(N2C=NC=C2)=O)C=1.[I-:26].[NH2:27][CH2:28][CH2:29][O:30][CH2:31][CH2:32][P+:33]([C:46]1[CH:51]=[CH:50][CH:49]=[CH:48][CH:47]=1)([C:40]1[CH:45]=[CH:44][CH:43]=[CH:42][CH:41]=1)[C:34]1[CH:39]=[CH:38][CH:37]=[CH:36][CH:35]=1, predict the reaction product. The product is: [C:1]([O:5][C:6]([N:8]([CH3:9])[CH2:10][C:11]([NH:27][CH2:28][CH2:29][O:30][CH2:31][CH2:32][P+:33]([C:46]1[CH:51]=[CH:50][CH:49]=[CH:48][CH:47]=1)([C:34]1[CH:35]=[CH:36][CH:37]=[CH:38][CH:39]=1)[C:40]1[CH:45]=[CH:44][CH:43]=[CH:42][CH:41]=1)=[O:13])=[O:7])([CH3:2])([CH3:3])[CH3:4].[I-:26]. (2) Given the reactants [C:1]1([C:7]2[CH:8]=[N:9][N:10]([CH2:12][CH2:13][CH2:14][C:15]([OH:17])=O)[CH:11]=2)[CH:6]=[CH:5][CH:4]=[CH:3][CH:2]=1.[CH2:18]([N:23]1[C:31]2[N:30]=[CH:29][NH:28][C:27]=2[C:26](=[O:32])[NH:25]/[C:24]/1=[N:33]\[NH2:34])[CH2:19][CH2:20][CH2:21][CH3:22].F[P-](F)(F)(F)(F)F.N1(O[P+](N(C)C)(N(C)C)N(C)C)C2C=CC=CC=2N=N1.C(N(CC)CC)C, predict the reaction product. The product is: [O:32]=[C:26]1[NH:25]/[C:24](=[N:33]\[NH:34][C:15](=[O:17])[CH2:14][CH2:13][CH2:12][N:10]2[CH:11]=[C:7]([C:1]3[CH:2]=[CH:3][CH:4]=[CH:5][CH:6]=3)[CH:8]=[N:9]2)/[N:23]([CH2:18][CH2:19][CH2:20][CH2:21][CH3:22])[C:31]2[N:30]=[CH:29][NH:28][C:27]1=2. (3) Given the reactants O[C:2]1([C:14]2[CH:19]=[CH:18][C:17]([O:20][CH2:21][CH2:22][NH:23][S:24]([CH3:27])(=[O:26])=[O:25])=[CH:16][CH:15]=2)[CH2:6][CH2:5][CH2:4][CH:3]1[NH:7][S:8]([CH:11]([CH3:13])[CH3:12])(=[O:10])=[O:9].CCN(S(F)(F)[F:34])CC, predict the reaction product. The product is: [F:34][C:2]1([C:14]2[CH:19]=[CH:18][C:17]([O:20][CH2:21][CH2:22][NH:23][S:24]([CH3:27])(=[O:26])=[O:25])=[CH:16][CH:15]=2)[CH2:6][CH2:5][CH2:4][CH:3]1[NH:7][S:8]([CH:11]([CH3:13])[CH3:12])(=[O:10])=[O:9]. (4) Given the reactants BrP([CH2:21][C:22]1[CH:27]=[CH:26][C:25]([Cl:28])=[C:24]([Cl:29])[CH:23]=1)(C1C=CC=CC=1)(C1C=CC=CC=1)C1C=CC=CC=1.[N+:30]([C:33]1[CH:38]=[CH:37][C:36]([CH2:39][CH2:40][CH2:41][CH:42]=O)=[CH:35][CH:34]=1)([O-:32])=[O:31], predict the reaction product. The product is: [Cl:28][C:25]1[CH:26]=[CH:27][C:22]([CH:21]=[CH:42][CH2:41][CH2:40][CH2:39][C:36]2[CH:37]=[CH:38][C:33]([N+:30]([O-:32])=[O:31])=[CH:34][CH:35]=2)=[CH:23][C:24]=1[Cl:29]. (5) Given the reactants F[C:2]1[CH:7]=[CH:6][C:5]([N+:8]([O-:10])=[O:9])=[CH:4][CH:3]=1.[F:11][C:12]([F:22])([F:21])[C:13]1[CH:20]=[CH:19][C:16]([CH2:17][OH:18])=[CH:15][CH:14]=1, predict the reaction product. The product is: [F:11][C:12]([F:21])([F:22])[C:13]1[CH:20]=[CH:19][C:16]([CH2:17][O:18][C:2]2[CH:7]=[CH:6][C:5]([N+:8]([O-:10])=[O:9])=[CH:4][CH:3]=2)=[CH:15][CH:14]=1.